From a dataset of Forward reaction prediction with 1.9M reactions from USPTO patents (1976-2016). Predict the product of the given reaction. (1) The product is: [O:1]=[C:2]1[NH:7][C:6]2[CH:8]=[C:9]([CH2:12][N:13]3[CH2:14][CH2:15][N:16]([C:19]4[CH:28]=[CH:27][C:22]([C:23]([OH:25])=[O:24])=[CH:21][CH:20]=4)[CH2:17][CH2:18]3)[CH:10]=[N:11][C:5]=2[N:4]2[CH2:29][CH2:30][CH2:31][CH2:32][C@@H:3]12. Given the reactants [O:1]=[C:2]1[NH:7][C:6]2[CH:8]=[C:9]([CH2:12][N:13]3[CH2:18][CH2:17][N:16]([C:19]4[CH:28]=[CH:27][C:22]([C:23]([O:25]C)=[O:24])=[CH:21][CH:20]=4)[CH2:15][CH2:14]3)[CH:10]=[N:11][C:5]=2[N:4]2[CH2:29][CH2:30][CH2:31][CH2:32][C@@H:3]12.[Li+].[OH-], predict the reaction product. (2) Given the reactants Br[C:2]1[C:3]([O:11][CH3:12])=[CH:4][C:5]([Cl:10])=[C:6]([CH:9]=1)[C:7]#[N:8].[CH3:13][C:14]1([CH3:30])[C:18]([CH3:20])([CH3:19])[O:17][B:16]([B:16]2[O:17][C:18]([CH3:20])([CH3:19])[C:14]([CH3:30])([CH3:13])[O:15]2)[O:15]1.CC([O-])=O.[K+], predict the reaction product. The product is: [Cl:10][C:5]1[CH:4]=[C:3]([O:11][CH3:12])[C:2]([B:16]2[O:17][C:18]([CH3:20])([CH3:19])[C:14]([CH3:30])([CH3:13])[O:15]2)=[CH:9][C:6]=1[C:7]#[N:8]. (3) Given the reactants [CH2:1]([C:11]1[CH:16]=[C:15]([O:17][CH3:18])[N:14]=[C:13]([N:19]([CH3:21])[CH3:20])[N:12]=1)[CH2:2][CH2:3][CH2:4][CH2:5][CH2:6][CH2:7][CH2:8][CH2:9][CH3:10].[Br:22]N1C(=O)CCC1=O, predict the reaction product. The product is: [Br:22][C:16]1[C:11]([CH2:1][CH2:2][CH2:3][CH2:4][CH2:5][CH2:6][CH2:7][CH2:8][CH2:9][CH3:10])=[N:12][C:13]([N:19]([CH3:20])[CH3:21])=[N:14][C:15]=1[O:17][CH3:18]. (4) Given the reactants [CH2:1]([O:8][C:9]1[C:10]([C:31]([NH:33][CH2:34][C:35]2[CH:40]=[CH:39][C:38]([F:41])=[CH:37][CH:36]=2)=[O:32])=[N:11][C:12]([CH2:23][O:24]C2CCCCO2)=[CH:13][C:14]=1[O:15][CH2:16][C:17]1[CH:22]=[CH:21][CH:20]=[CH:19][CH:18]=1)[C:2]1[CH:7]=[CH:6][CH:5]=[CH:4][CH:3]=1.Cl.[OH-].[Na+], predict the reaction product. The product is: [CH2:1]([O:8][C:9]1[C:10]([C:31]([NH:33][CH2:34][C:35]2[CH:40]=[CH:39][C:38]([F:41])=[CH:37][CH:36]=2)=[O:32])=[N:11][C:12]([CH2:23][OH:24])=[CH:13][C:14]=1[O:15][CH2:16][C:17]1[CH:22]=[CH:21][CH:20]=[CH:19][CH:18]=1)[C:2]1[CH:3]=[CH:4][CH:5]=[CH:6][CH:7]=1. (5) Given the reactants Br[C:2]1[CH:7]=[CH:6][C:5]([Cl:8])=[C:4]([F:9])[CH:3]=1.C([Li])CCC.[O:15]1[CH2:19][CH2:18][CH2:17][CH2:16]1, predict the reaction product. The product is: [Cl:8][C:5]1[CH:6]=[CH:7][C:2]([C:19]2([OH:15])[CH2:18][CH2:17][CH2:16]2)=[CH:3][C:4]=1[F:9]. (6) Given the reactants [H-].[H-].[H-].[H-].[Li+].[Al+3].C1COCC1.Cl[P:13](Cl)[C:14]1[C:18]2[CH:19]=[CH:20][CH:21]=[CH:22][C:17]=2[S:16][CH:15]=1.[OH-].[Na+], predict the reaction product. The product is: [PH2:13][C:14]1[C:18]2[CH:19]=[CH:20][CH:21]=[CH:22][C:17]=2[S:16][CH:15]=1. (7) Given the reactants [Si:1]([O:8][C@@H:9]([C:16]#[CH:17])[CH2:10][C@@H:11]([CH:13]1[CH2:15][O:14]1)[OH:12])([C:4]([CH3:7])([CH3:6])[CH3:5])([CH3:3])[CH3:2].CCN(CC)CC.[CH3:25][C:26](OC(C)=O)=[O:27].[NH4+].[Cl-], predict the reaction product. The product is: [C:26]([O:12][C@H:11]([CH:13]1[CH2:15][O:14]1)[CH2:10][C@@H:9]([O:8][Si:1]([C:4]([CH3:5])([CH3:6])[CH3:7])([CH3:2])[CH3:3])[C:16]#[CH:17])(=[O:27])[CH3:25].